From a dataset of Reaction yield outcomes from USPTO patents with 853,638 reactions. Predict the reaction yield, written as a fraction of the theoretical maximum amount of product (1.0 means a 100% yield; for example, 0.34 means a 34% yield). (1) The reactants are Br[C:2]1[CH:3]=[C:4]([CH:9]=[C:10]([C:12](=[O:36])[NH:13][C@H:14]([CH:33]([CH3:35])[CH3:34])[C:15]([N:17]2[CH2:22][CH2:21][C@@:20]([C:24]3[CH:29]=[CH:28][C:27]([Cl:30])=[CH:26][CH:25]=3)([OH:23])[C:19]([CH3:32])([CH3:31])[CH2:18]2)=[O:16])[CH:11]=1)[C:5]([O:7][CH3:8])=[O:6].C([Sn](CCCC)(CCCC)[C:42]1[CH:47]=[CH:46][CH:45]=[CH:44][N:43]=1)CCC. The catalyst is C1(C)C=CC=CC=1.CO.C1C=CC([P]([Pd]([P](C2C=CC=CC=2)(C2C=CC=CC=2)C2C=CC=CC=2)([P](C2C=CC=CC=2)(C2C=CC=CC=2)C2C=CC=CC=2)[P](C2C=CC=CC=2)(C2C=CC=CC=2)C2C=CC=CC=2)(C2C=CC=CC=2)C2C=CC=CC=2)=CC=1. The product is [Cl:30][C:27]1[CH:28]=[CH:29][C:24]([C@@:20]2([OH:23])[CH2:21][CH2:22][N:17]([C:15](=[O:16])[C@H:14]([NH:13][C:12]([C:10]3[CH:9]=[C:4]([CH:3]=[C:2]([C:42]4[CH:47]=[CH:46][CH:45]=[CH:44][N:43]=4)[CH:11]=3)[C:5]([O:7][CH3:8])=[O:6])=[O:36])[CH:33]([CH3:35])[CH3:34])[CH2:18][C:19]2([CH3:31])[CH3:32])=[CH:25][CH:26]=1. The yield is 0.750. (2) The reactants are [CH3:1][S:2][CH2:3][CH2:4][NH:5][C:6]1[CH:11]=[CH:10][C:9]([C:12]2[O:13][C:14]3[CH:20]=[CH:19][CH:18]=[CH:17][C:15]=3[N:16]=2)=[CH:8][C:7]=1[N+:21]([O-])=O.[C:24](O)(=O)[CH3:25]. The catalyst is [Fe]. The product is [O:13]1[C:14]2[CH:20]=[CH:19][CH:18]=[CH:17][C:15]=2[N:16]=[C:12]1[C:9]1[CH:10]=[CH:11][C:6]2[N:5]([CH2:4][CH2:3][S:2][CH3:1])[C:24]([CH3:25])=[N:21][C:7]=2[CH:8]=1. The yield is 0.840. (3) The reactants are [Si:1]([O:8][C:9]1[CH:13]=[C:12]([C:14]([F:17])([F:16])[F:15])[S:11][C:10]=1[CH2:18]O)([C:4]([CH3:7])([CH3:6])[CH3:5])([CH3:3])[CH3:2].C(N(CC)CC)C.S(Cl)([Cl:29])=O. The catalyst is ClCCl. The product is [C:4]([Si:1]([O:8][C:9]1[CH:13]=[C:12]([C:14]([F:17])([F:16])[F:15])[S:11][C:10]=1[CH2:18][Cl:29])([CH3:3])[CH3:2])([CH3:7])([CH3:6])[CH3:5]. The yield is 0.700. (4) The reactants are Br[C:2]1[N:3]=[C:4]2[CH:10]=[C:9]([CH:11]3[CH2:16][CH2:15][CH2:14][CH2:13][CH2:12]3)[NH:8][C:5]2=[N:6][CH:7]=1.[CH3:17][N:18]1[C:22](B(O)O)=[CH:21][C:20]([C:26]([F:29])([F:28])[F:27])=[N:19]1.C(=O)([O-])[O-].[K+].[K+]. The catalyst is O1CCOCC1.O.C1C=CC([P]([Pd]([P](C2C=CC=CC=2)(C2C=CC=CC=2)C2C=CC=CC=2)([P](C2C=CC=CC=2)(C2C=CC=CC=2)C2C=CC=CC=2)[P](C2C=CC=CC=2)(C2C=CC=CC=2)C2C=CC=CC=2)(C2C=CC=CC=2)C2C=CC=CC=2)=CC=1. The product is [CH:11]1([C:9]2[NH:8][C:5]3=[N:6][CH:7]=[C:2]([C:22]4[N:18]([CH3:17])[N:19]=[C:20]([C:26]([F:29])([F:28])[F:27])[CH:21]=4)[N:3]=[C:4]3[CH:10]=2)[CH2:16][CH2:15][CH2:14][CH2:13][CH2:12]1. The yield is 0.730. (5) The reactants are [CH2:1]([O:8][C:9]1[C:24]([O:25][CH3:26])=[CH:23][C:12]([CH2:13][C:14]2[C:22]3[C:17](=[N:18][CH:19]=[CH:20][CH:21]=3)[NH:16][CH:15]=2)=[C:11]([F:27])[CH:10]=1)[C:2]1[CH:7]=[CH:6][CH:5]=[CH:4][CH:3]=1.[H-].[Na+].[CH:30]([Si:33](Cl)([CH:37]([CH3:39])[CH3:38])[CH:34]([CH3:36])[CH3:35])([CH3:32])[CH3:31].O. The catalyst is CN(C)C=O. The product is [CH2:1]([O:8][C:9]1[C:24]([O:25][CH3:26])=[CH:23][C:12]([CH2:13][C:14]2[C:22]3[C:17](=[N:18][CH:19]=[CH:20][CH:21]=3)[N:16]([Si:33]([CH:37]([CH3:39])[CH3:38])([CH:34]([CH3:36])[CH3:35])[CH:30]([CH3:32])[CH3:31])[CH:15]=2)=[C:11]([F:27])[CH:10]=1)[C:2]1[CH:3]=[CH:4][CH:5]=[CH:6][CH:7]=1. The yield is 0.660.